The task is: Predict the product of the given reaction.. This data is from Forward reaction prediction with 1.9M reactions from USPTO patents (1976-2016). (1) The product is: [NH2:5][CH2:9][CH2:10][CH:11]([NH:19][C:20]([C:22]1[S:23][C:24]([C:28]2[N:32]([CH3:33])[N:31]=[CH:30][CH:29]=2)=[C:25]([Br:27])[CH:26]=1)=[O:21])[CH2:12][C:13]1[CH:18]=[CH:17][CH:16]=[CH:15][CH:14]=1. Given the reactants CC([N:5]([CH2:9][CH2:10][CH:11]([NH:19][C:20]([C:22]1[S:23][C:24]([C:28]2[N:32]([CH3:33])[N:31]=[CH:30][CH:29]=2)=[C:25]([Br:27])[CH:26]=1)=[O:21])[CH2:12][C:13]1[CH:18]=[CH:17][CH:16]=[CH:15][CH:14]=1)C(=O)[O-])(C)C, predict the reaction product. (2) Given the reactants [Cl:1][C:2]1[CH:3]=[C:4]([CH:12]([C:35]2[NH:39][C:38]([C:40]3[CH:45]=[CH:44][CH:43]=[CH:42][N:41]=3)=[CH:37][CH:36]=2)[CH2:13][C@H:14]2[CH2:34][CH2:33][C:16]3(O[C@H](C4C=CC=CC=4)[C@@H](C4C=CC=CC=4)[O:17]3)[CH2:15]2)[CH:5]=[CH:6][C:7]=1[S:8]([CH3:11])(=[O:10])=[O:9].Cl.C(=O)([O-])O.[Na+], predict the reaction product. The product is: [Cl:1][C:2]1[CH:3]=[C:4]([CH:12]([C:35]2[NH:39][C:38]([C:40]3[CH:45]=[CH:44][CH:43]=[CH:42][N:41]=3)=[CH:37][CH:36]=2)[CH2:13][C@H:14]2[CH2:34][CH2:33][C:16](=[O:17])[CH2:15]2)[CH:5]=[CH:6][C:7]=1[S:8]([CH3:11])(=[O:9])=[O:10].